From a dataset of NCI-60 drug combinations with 297,098 pairs across 59 cell lines. Regression. Given two drug SMILES strings and cell line genomic features, predict the synergy score measuring deviation from expected non-interaction effect. (1) Drug 1: CC12CCC(CC1=CCC3C2CCC4(C3CC=C4C5=CN=CC=C5)C)O. Drug 2: CCC1=CC2CC(C3=C(CN(C2)C1)C4=CC=CC=C4N3)(C5=C(C=C6C(=C5)C78CCN9C7C(C=CC9)(C(C(C8N6C)(C(=O)OC)O)OC(=O)C)CC)OC)C(=O)OC.C(C(C(=O)O)O)(C(=O)O)O. Cell line: CCRF-CEM. Synergy scores: CSS=73.8, Synergy_ZIP=12.7, Synergy_Bliss=10.4, Synergy_Loewe=1.04, Synergy_HSA=11.3. (2) Drug 1: CC(CN1CC(=O)NC(=O)C1)N2CC(=O)NC(=O)C2. Drug 2: C#CCC(CC1=CN=C2C(=N1)C(=NC(=N2)N)N)C3=CC=C(C=C3)C(=O)NC(CCC(=O)O)C(=O)O. Cell line: OVCAR3. Synergy scores: CSS=6.11, Synergy_ZIP=-4.52, Synergy_Bliss=-5.94, Synergy_Loewe=-7.24, Synergy_HSA=-6.92. (3) Drug 1: CCN(CC)CCNC(=O)C1=C(NC(=C1C)C=C2C3=C(C=CC(=C3)F)NC2=O)C. Drug 2: C1=CC=C(C(=C1)C(C2=CC=C(C=C2)Cl)C(Cl)Cl)Cl. Cell line: NCI-H226. Synergy scores: CSS=8.33, Synergy_ZIP=3.68, Synergy_Bliss=3.08, Synergy_Loewe=1.30, Synergy_HSA=2.85. (4) Cell line: A549. Drug 1: CC1C(C(CC(O1)OC2CC(CC3=C2C(=C4C(=C3O)C(=O)C5=C(C4=O)C(=CC=C5)OC)O)(C(=O)C)O)N)O.Cl. Synergy scores: CSS=40.6, Synergy_ZIP=4.54, Synergy_Bliss=5.07, Synergy_Loewe=-3.30, Synergy_HSA=6.45. Drug 2: CNC(=O)C1=NC=CC(=C1)OC2=CC=C(C=C2)NC(=O)NC3=CC(=C(C=C3)Cl)C(F)(F)F. (5) Drug 1: CCCCCOC(=O)NC1=NC(=O)N(C=C1F)C2C(C(C(O2)C)O)O. Drug 2: CC1=C(C(=O)C2=C(C1=O)N3CC4C(C3(C2COC(=O)N)OC)N4)N. Cell line: U251. Synergy scores: CSS=27.2, Synergy_ZIP=2.06, Synergy_Bliss=-0.812, Synergy_Loewe=-16.7, Synergy_HSA=-7.99. (6) Drug 1: C1CN1P(=S)(N2CC2)N3CC3. Drug 2: CC1=C(C(=O)C2=C(C1=O)N3CC4C(C3(C2COC(=O)N)OC)N4)N. Cell line: CAKI-1. Synergy scores: CSS=31.8, Synergy_ZIP=-8.82, Synergy_Bliss=-4.57, Synergy_Loewe=-35.3, Synergy_HSA=-3.63. (7) Drug 1: C#CCC(CC1=CN=C2C(=N1)C(=NC(=N2)N)N)C3=CC=C(C=C3)C(=O)NC(CCC(=O)O)C(=O)O. Drug 2: C(CC(=O)O)C(=O)CN.Cl. Cell line: NCIH23. Synergy scores: CSS=2.20, Synergy_ZIP=-2.44, Synergy_Bliss=-2.97, Synergy_Loewe=-5.72, Synergy_HSA=-5.43. (8) Drug 1: C1CC(C1)(C(=O)O)C(=O)O.[NH2-].[NH2-].[Pt+2]. Drug 2: CC1C(C(CC(O1)OC2CC(CC3=C2C(=C4C(=C3O)C(=O)C5=C(C4=O)C(=CC=C5)OC)O)(C(=O)CO)O)N)O.Cl. Cell line: M14. Synergy scores: CSS=39.7, Synergy_ZIP=-5.99, Synergy_Bliss=-2.52, Synergy_Loewe=-7.26, Synergy_HSA=-0.620. (9) Drug 1: CC1OCC2C(O1)C(C(C(O2)OC3C4COC(=O)C4C(C5=CC6=C(C=C35)OCO6)C7=CC(=C(C(=C7)OC)O)OC)O)O. Drug 2: C1CN(P(=O)(OC1)NCCCl)CCCl. Cell line: RPMI-8226. Synergy scores: CSS=31.3, Synergy_ZIP=-2.45, Synergy_Bliss=-9.62, Synergy_Loewe=-44.4, Synergy_HSA=-8.85.